The task is: Regression. Given a peptide amino acid sequence and an MHC pseudo amino acid sequence, predict their binding affinity value. This is MHC class II binding data.. This data is from Peptide-MHC class II binding affinity with 134,281 pairs from IEDB. (1) The peptide sequence is MRILVRGNSPAFNYN. The MHC is DRB5_0101 with pseudo-sequence DRB5_0101. The binding affinity (normalized) is 0.279. (2) The peptide sequence is SEAVLRGQALLVNSS. The binding affinity (normalized) is 0.229. The MHC is DRB1_0404 with pseudo-sequence DRB1_0404. (3) The peptide sequence is DMGQGILHNTSDFYA. The MHC is DRB1_0101 with pseudo-sequence DRB1_0101. The binding affinity (normalized) is 0.369. (4) The peptide sequence is AAEWDRVHPVHAGPIP. The MHC is HLA-DQA10501-DQB10301 with pseudo-sequence HLA-DQA10501-DQB10301. The binding affinity (normalized) is 0.424. (5) The binding affinity (normalized) is 0.703. The peptide sequence is KKGLNWITKVIMGAVLI. The MHC is DRB4_0103 with pseudo-sequence DRB4_0103.